Dataset: Full USPTO retrosynthesis dataset with 1.9M reactions from patents (1976-2016). Task: Predict the reactants needed to synthesize the given product. (1) Given the product [CH:31]([C@H:33]1[O:40][C:39]([CH3:42])([CH3:41])[CH2:38][C@:35]2([O:37][CH2:36]2)[C@@H:34]1[OH:43])=[CH2:32].[C:14]([NH2:16])(=[O:15])[CH:13]=[CH:12][CH2:10][CH3:11], predict the reactants needed to synthesize it. The reactants are: N1(C(O[C@H:10](/[CH:12]=[CH:13]\[C:14]([NH:16][C@@H]2C[C@H](C)[C@H](C/C=C(\C)/C=C)O[C@@H]2C)=[O:15])[CH3:11])=O)CCOCC1.[CH:31]([C@H:33]1[O:40][C:39]([CH3:42])([CH3:41])[CH2:38][C@:35]2([O:37][CH2:36]2)[C@@H:34]1[OH:43])=[CH2:32].C1(=O)C=CC(=O)C=C1. (2) Given the product [CH:1]1([NH:4][C:5]2[C:10]([C:11]([NH2:13])=[O:12])=[CH:9][N:8]=[C:7]([NH:14][C:15]3[CH:20]=[CH:19][C:18]([CH:21]4[CH2:26][CH2:25][N:24]([C:38](=[O:39])[N:37]([CH3:41])[CH3:36])[CH2:23][CH2:22]4)=[CH:17][CH:16]=3)[N:6]=2)[CH2:3][CH2:2]1, predict the reactants needed to synthesize it. The reactants are: [CH:1]1([NH:4][C:5]2[C:10]([C:11]([NH2:13])=[O:12])=[CH:9][N:8]=[C:7]([NH:14][C:15]3[CH:20]=[CH:19][C:18]([CH:21]4[CH2:26][CH2:25][NH:24][CH2:23][CH2:22]4)=[CH:17][CH:16]=3)[N:6]=2)[CH2:3][CH2:2]1.CCN(C(C)C)C(C)C.[CH3:36][N:37]([CH3:41])[C:38](Cl)=[O:39].